From a dataset of Forward reaction prediction with 1.9M reactions from USPTO patents (1976-2016). Predict the product of the given reaction. (1) Given the reactants C(OC([N:8]1[CH2:13][CH2:12][CH:11]([NH:14][C:15](=[O:34])[CH2:16][C:17]2[CH:22]=[CH:21][C:20]([N:23]3[CH2:27][CH2:26][C@H:25]([N:28]4[CH2:32][CH2:31][CH2:30][C@@H:29]4[CH3:33])[CH2:24]3)=[CH:19][CH:18]=2)[CH2:10][CH2:9]1)=O)(C)(C)C.C1(S)C=CC=CC=1.[ClH:42], predict the reaction product. The product is: [ClH:42].[CH3:33][C@H:29]1[CH2:30][CH2:31][CH2:32][N:28]1[C@H:25]1[CH2:26][CH2:27][N:23]([C:20]2[CH:19]=[CH:18][C:17]([CH2:16][C:15]([NH:14][CH:11]3[CH2:10][CH2:9][NH:8][CH2:13][CH2:12]3)=[O:34])=[CH:22][CH:21]=2)[CH2:24]1. (2) Given the reactants F[C:2](F)(F)C([O-])=O.[CH2:8]([C@H:15]([NH2:24])[C@@H:16]([OH:23])[C@@H:17]([OH:22])[CH2:18][CH2:19][CH2:20][CH3:21])[C:9]1[CH:14]=[CH:13][CH:12]=[CH:11][CH:10]=1.[CH3:25][C:26]1[CH:27]=[C:28]([CH:32]=[C:33]([C:35]([N:37]([CH2:41][CH2:42][CH3:43])[CH2:38][CH2:39][CH3:40])=[O:36])[CH:34]=1)[C:29](O)=[O:30].CCN(C(C)C)C(C)C, predict the reaction product. The product is: [CH2:8]([C@H:15]([NH:24][C:29](=[O:30])[C:28]1[CH:27]=[C:26]([CH3:25])[CH:34]=[C:33]([C:35]([N:37]([CH2:41][CH2:42][CH3:43])[CH2:38][CH2:39][CH3:40])=[O:36])[CH:32]=1)[C@@H:16]([OH:23])[C@@H:17]([OH:22])[CH2:18][CH2:19][CH2:20][CH2:21][CH3:2])[C:9]1[CH:14]=[CH:13][CH:12]=[CH:11][CH:10]=1. (3) Given the reactants [Br:1][C:2]1[CH:3]=[CH:4][C:5]([F:18])=[C:6]([C@@:8]2([CH3:17])[NH:13][C:12](=O)[CH2:11][S:10](=[O:16])(=[O:15])[CH2:9]2)[CH:7]=1.COC1C=CC(P2(SP(C3C=CC(OC)=CC=3)(=S)S2)=[S:28])=CC=1, predict the reaction product. The product is: [Br:1][C:2]1[CH:3]=[CH:4][C:5]([F:18])=[C:6]([C@@:8]2([CH3:17])[NH:13][C:12](=[S:28])[CH2:11][S:10](=[O:16])(=[O:15])[CH2:9]2)[CH:7]=1.